From a dataset of NCI-60 drug combinations with 297,098 pairs across 59 cell lines. Regression. Given two drug SMILES strings and cell line genomic features, predict the synergy score measuring deviation from expected non-interaction effect. (1) Cell line: CCRF-CEM. Synergy scores: CSS=6.69, Synergy_ZIP=-5.03, Synergy_Bliss=-4.17, Synergy_Loewe=-3.89, Synergy_HSA=-3.47. Drug 1: C1CC(=O)NC(=O)C1N2CC3=C(C2=O)C=CC=C3N. Drug 2: C1CC(=O)NC(=O)C1N2C(=O)C3=CC=CC=C3C2=O. (2) Drug 1: C1CN(P(=O)(OC1)NCCCl)CCCl. Drug 2: CC12CCC3C(C1CCC2OP(=O)(O)O)CCC4=C3C=CC(=C4)OC(=O)N(CCCl)CCCl.[Na+]. Cell line: SK-MEL-28. Synergy scores: CSS=4.04, Synergy_ZIP=-1.94, Synergy_Bliss=-0.100, Synergy_Loewe=-2.46, Synergy_HSA=0.111. (3) Drug 1: C1CN(CCN1C(=O)CCBr)C(=O)CCBr. Drug 2: C1CNP(=O)(OC1)N(CCCl)CCCl. Cell line: UO-31. Synergy scores: CSS=7.07, Synergy_ZIP=-1.73, Synergy_Bliss=-1.95, Synergy_Loewe=-37.3, Synergy_HSA=-4.10. (4) Drug 1: C1CCC(CC1)NC(=O)N(CCCl)N=O. Drug 2: C1CCC(C(C1)N)N.C(=O)(C(=O)[O-])[O-].[Pt+4]. Cell line: HCT-15. Synergy scores: CSS=22.3, Synergy_ZIP=-7.62, Synergy_Bliss=-7.44, Synergy_Loewe=-13.6, Synergy_HSA=-8.01. (5) Drug 1: C1=CC(=C2C(=C1NCCNCCO)C(=O)C3=C(C=CC(=C3C2=O)O)O)NCCNCCO. Drug 2: CC1=CC=C(C=C1)C2=CC(=NN2C3=CC=C(C=C3)S(=O)(=O)N)C(F)(F)F. Cell line: UACC62. Synergy scores: CSS=40.2, Synergy_ZIP=4.30, Synergy_Bliss=3.66, Synergy_Loewe=-28.8, Synergy_HSA=2.92.